Dataset: Cav3 T-type calcium channel HTS with 100,875 compounds. Task: Binary Classification. Given a drug SMILES string, predict its activity (active/inactive) in a high-throughput screening assay against a specified biological target. (1) The compound is o1c2c(c(c1C(OCC(=O)c1cc3OCCOc3cc1)=O)C)cc(OC)cc2. The result is 0 (inactive). (2) The molecule is S(CC(=O)Nc1c(n(n(c1=O)c1ccccc1)C)C)c1cc2OCCOc2cc1. The result is 0 (inactive).